From a dataset of NCI-60 drug combinations with 297,098 pairs across 59 cell lines. Regression. Given two drug SMILES strings and cell line genomic features, predict the synergy score measuring deviation from expected non-interaction effect. (1) Drug 1: CN1CCC(CC1)COC2=C(C=C3C(=C2)N=CN=C3NC4=C(C=C(C=C4)Br)F)OC. Drug 2: C1=CC(=CC=C1C#N)C(C2=CC=C(C=C2)C#N)N3C=NC=N3. Cell line: SF-295. Synergy scores: CSS=3.18, Synergy_ZIP=-1.40, Synergy_Bliss=-1.65, Synergy_Loewe=-0.914, Synergy_HSA=-0.899. (2) Drug 1: CN1CCC(CC1)COC2=C(C=C3C(=C2)N=CN=C3NC4=C(C=C(C=C4)Br)F)OC. Drug 2: C1CCC(C1)C(CC#N)N2C=C(C=N2)C3=C4C=CNC4=NC=N3. Cell line: NCI-H522. Synergy scores: CSS=18.8, Synergy_ZIP=0.897, Synergy_Bliss=5.65, Synergy_Loewe=1.18, Synergy_HSA=6.51. (3) Drug 1: C1C(C(OC1N2C=NC3=C2NC=NCC3O)CO)O. Drug 2: B(C(CC(C)C)NC(=O)C(CC1=CC=CC=C1)NC(=O)C2=NC=CN=C2)(O)O. Cell line: RPMI-8226. Synergy scores: CSS=70.5, Synergy_ZIP=-1.10, Synergy_Bliss=1.08, Synergy_Loewe=-19.7, Synergy_HSA=3.48. (4) Drug 1: CCC1(CC2CC(C3=C(CCN(C2)C1)C4=CC=CC=C4N3)(C5=C(C=C6C(=C5)C78CCN9C7C(C=CC9)(C(C(C8N6C=O)(C(=O)OC)O)OC(=O)C)CC)OC)C(=O)OC)O.OS(=O)(=O)O. Drug 2: CN1C(=O)N2C=NC(=C2N=N1)C(=O)N. Cell line: MCF7. Synergy scores: CSS=18.0, Synergy_ZIP=-6.20, Synergy_Bliss=5.13, Synergy_Loewe=-22.5, Synergy_HSA=2.22. (5) Drug 1: CC1C(C(CC(O1)OC2CC(CC3=C2C(=C4C(=C3O)C(=O)C5=C(C4=O)C(=CC=C5)OC)O)(C(=O)C)O)N)O.Cl. Drug 2: CN(C)N=NC1=C(NC=N1)C(=O)N. Cell line: RXF 393. Synergy scores: CSS=5.17, Synergy_ZIP=-2.29, Synergy_Bliss=2.62, Synergy_Loewe=-10.5, Synergy_HSA=2.59. (6) Drug 1: CC1=CC=C(C=C1)C2=CC(=NN2C3=CC=C(C=C3)S(=O)(=O)N)C(F)(F)F. Drug 2: C1=CN(C=N1)CC(O)(P(=O)(O)O)P(=O)(O)O. Cell line: RPMI-8226. Synergy scores: CSS=3.47, Synergy_ZIP=-4.62, Synergy_Bliss=-9.06, Synergy_Loewe=-1.40, Synergy_HSA=-6.58. (7) Drug 1: COC1=NC(=NC2=C1N=CN2C3C(C(C(O3)CO)O)O)N. Drug 2: CCCCCOC(=O)NC1=NC(=O)N(C=C1F)C2C(C(C(O2)C)O)O. Cell line: SF-268. Synergy scores: CSS=-3.26, Synergy_ZIP=0.594, Synergy_Bliss=-1.85, Synergy_Loewe=-4.30, Synergy_HSA=-4.00. (8) Drug 1: C1C(C(OC1N2C=NC3=C(N=C(N=C32)Cl)N)CO)O. Drug 2: CCCCCOC(=O)NC1=NC(=O)N(C=C1F)C2C(C(C(O2)C)O)O. Cell line: MALME-3M. Synergy scores: CSS=28.8, Synergy_ZIP=-9.24, Synergy_Bliss=-3.48, Synergy_Loewe=-48.9, Synergy_HSA=-3.80. (9) Drug 1: CN(C)C1=NC(=NC(=N1)N(C)C)N(C)C. Drug 2: CN1C(=O)N2C=NC(=C2N=N1)C(=O)N. Cell line: EKVX. Synergy scores: CSS=-7.46, Synergy_ZIP=3.49, Synergy_Bliss=-0.716, Synergy_Loewe=-5.23, Synergy_HSA=-6.21.